Dataset: Full USPTO retrosynthesis dataset with 1.9M reactions from patents (1976-2016). Task: Predict the reactants needed to synthesize the given product. (1) Given the product [Br:1][C:2]1[CH:10]=[C:9]2[C:5]([C:6]([I:18])=[N:7][NH:8]2)=[CH:4][CH:3]=1, predict the reactants needed to synthesize it. The reactants are: [Br:1][C:2]1[CH:10]=[C:9]2[C:5]([CH:6]=[N:7][NH:8]2)=[CH:4][CH:3]=1.[OH-].[K+].CN(C=O)C.[I:18]I. (2) Given the product [F:1][C:2]1[CH:3]=[C:4]([C:5]2[O:13][C:16]([CH3:17])=[N:14][N:15]=2)[CH:9]=[CH:10][C:11]=1[OH:12], predict the reactants needed to synthesize it. The reactants are: [F:1][C:2]1[CH:3]=[C:4]([CH:9]=[CH:10][C:11]=1[OH:12])[C:5](OC)=O.[OH2:13].[NH2:14][NH2:15].[CH2:16](O)[CH3:17]. (3) Given the product [ClH:1].[ClH:1].[N:2]12[CH2:11][CH:6]3[CH2:7][CH:8]([CH2:10][CH:4]([C@H:5]3[NH:12][C:22]([C:20]3[CH:21]=[C:16]4[CH:15]=[CH:14][S:13][C:17]4=[CH:18][N:19]=3)=[O:23])[CH2:3]1)[CH2:9]2, predict the reactants needed to synthesize it. The reactants are: [ClH:1].[N:2]12[CH2:11][CH:6]3[CH2:7][CH:8]([CH2:10][CH:4]([C@H:5]3[NH2:12])[CH2:3]1)[CH2:9]2.[S:13]1[C:17]2=[CH:18][N:19]=[C:20]([C:22](O)=[O:23])[CH:21]=[C:16]2[CH:15]=[CH:14]1.N. (4) The reactants are: [Cl:1][C:2]1[CH:3]=[C:4]([C:8]2[C:13]([O:14][CH3:15])=[CH:12][CH:11]=[C:10]([CH2:16][C:17]3[CH:18]=[CH:19][C:20]([N:23]4[CH2:26][CH2:25][C@H:24]4[C:27](O)=[O:28])=[N:21][CH:22]=3)[C:9]=2[F:30])[CH:5]=[CH:6][CH:7]=1.C([N:34](CC)C(C)C)(C)C.C(OC(Cl)=O)C(C)C.N.CO. Given the product [Cl:1][C:2]1[CH:3]=[C:4]([C:8]2[C:13]([O:14][CH3:15])=[CH:12][CH:11]=[C:10]([CH2:16][C:17]3[CH:18]=[CH:19][C:20]([N:23]4[CH2:26][CH2:25][C@H:24]4[C:27]([NH2:34])=[O:28])=[N:21][CH:22]=3)[C:9]=2[F:30])[CH:5]=[CH:6][CH:7]=1, predict the reactants needed to synthesize it. (5) The reactants are: [C:1]([O:5][C:6]([N:8]1[CH2:13][CH2:12][N:11]([CH2:14][C:15]2[CH:16]=[C:17]([CH:21]=[CH:22][CH:23]=2)[C:18](O)=[O:19])[CH2:10][CH2:9]1)=[O:7])([CH3:4])([CH3:3])[CH3:2].CN(C(ON1N=NC2C=CC=NC1=2)=[N+](C)C)C.F[P-](F)(F)(F)(F)F.[NH2:48][CH2:49][CH:50]([OH:62])[CH2:51][N:52]1[CH2:61][CH2:60][C:59]2[C:54](=[CH:55][CH:56]=[CH:57][CH:58]=2)[CH2:53]1.CCN(C(C)C)C(C)C. Given the product [CH2:53]1[C:54]2[C:59](=[CH:58][CH:57]=[CH:56][CH:55]=2)[CH2:60][CH2:61][N:52]1[CH2:51][CH:50]([OH:62])[CH2:49][NH:48][C:18]([C:17]1[CH:16]=[C:15]([CH:23]=[CH:22][CH:21]=1)[CH2:14][N:11]1[CH2:12][CH2:13][N:8]([C:6]([O:5][C:1]([CH3:3])([CH3:4])[CH3:2])=[O:7])[CH2:9][CH2:10]1)=[O:19], predict the reactants needed to synthesize it.